Dataset: Reaction yield outcomes from USPTO patents with 853,638 reactions. Task: Predict the reaction yield, written as a fraction of the theoretical maximum amount of product (1.0 means a 100% yield; for example, 0.34 means a 34% yield). (1) The reactants are [F:1][C:2]([F:14])([F:13])[O:3][C:4]1[CH:5]=[C:6]([CH:10]=[CH:11][CH:12]=1)[C:7]([OH:9])=[O:8].OS(O)(=O)=O.[CH3:20][CH2:21]O. No catalyst specified. The product is [F:1][C:2]([F:13])([F:14])[O:3][C:4]1[CH:5]=[C:6]([CH:10]=[CH:11][CH:12]=1)[C:7]([O:9][CH2:20][CH3:21])=[O:8]. The yield is 0.850. (2) The reactants are C[N:2](C)[CH:3]=[CH:4][C:5]([C:7]1[C:12](=[O:13])[CH:11]=[CH:10][N:9]([C:14]2[CH:19]=[CH:18][CH:17]=[C:16]([O:20][CH3:21])[CH:15]=2)[N:8]=1)=O.[C:23]1([NH:29]N)[CH:28]=[CH:27][CH:26]=[CH:25][CH:24]=1. The catalyst is CO. The product is [CH3:21][O:20][C:16]1[CH:15]=[C:14]([N:9]2[CH:10]=[CH:11][C:12](=[O:13])[C:7]([C:5]3[N:29]([C:23]4[CH:28]=[CH:27][CH:26]=[CH:25][CH:24]=4)[N:2]=[CH:3][CH:4]=3)=[N:8]2)[CH:19]=[CH:18][CH:17]=1. The yield is 0.140. (3) The reactants are N(C(OC(C)C)=O)=NC(OC(C)C)=O.[Cl:15][C:16]1[CH:21]=[CH:20][C:19]([S:22]([CH:25]([C:34]2[CH:39]=[C:38]([F:40])[CH:37]=[CH:36][C:35]=2[F:41])[C:26]2[CH:31]=[CH:30][C:29]([CH2:32]O)=[CH:28][N:27]=2)(=[O:24])=[O:23])=[CH:18][CH:17]=1.[NH:42]([C:50]([O:52][C:53]([CH3:56])([CH3:55])[CH3:54])=[O:51])[C:43]([O:45][C:46]([CH3:49])([CH3:48])[CH3:47])=[O:44].C1(P(C2C=CC=CC=2)C2C=CC=CC=2)C=CC=CC=1. The catalyst is CCCCCC.O.O1CCCC1. The product is [C:53]([O:52][C:50](=[O:51])[N:42]([CH2:32][C:29]1[CH:28]=[N:27][C:26]([CH:25]([S:22]([C:19]2[CH:18]=[CH:17][C:16]([Cl:15])=[CH:21][CH:20]=2)(=[O:23])=[O:24])[C:34]2[CH:39]=[C:38]([F:40])[CH:37]=[CH:36][C:35]=2[F:41])=[CH:31][CH:30]=1)[C:43]([O:45][C:46]([CH3:47])([CH3:48])[CH3:49])=[O:44])([CH3:56])([CH3:55])[CH3:54]. The yield is 0.320. (4) The reactants are C1(C(=[N:14][CH:15]([CH2:23][CH2:24][C:25]([F:28])([F:27])[F:26])[C:16]([O:18]C(C)(C)C)=[O:17])C2C=CC=CC=2)C=CC=CC=1.[ClH:29]. No catalyst specified. The product is [ClH:29].[NH2:14][CH:15]([CH2:23][CH2:24][C:25]([F:26])([F:27])[F:28])[C:16]([OH:18])=[O:17]. The yield is 0.900. (5) The reactants are C(OC([N:8]1[CH2:13][CH2:12][N:11]([C:14]2[C:15]3[C:30]([CH:31]4[CH2:33][CH2:32]4)=[CH:29][N:28]=[CH:27][C:16]=3[N:17]=[C:18]([C:20]3[CH:25]=[CH:24][N:23]=[C:22](Cl)[CH:21]=3)[N:19]=2)[CH2:10][CH2:9]1)=O)(C)(C)C.[NH2:34][C:35]1[CH:40]=[CH:39][CH:38]=[CH:37][CH:36]=1.CC1(C)C2C=CC=C(P(C3C=CC=CC=3)C3C=CC=CC=3)C=2OC2C1=CC=CC=2P(C1C=CC=CC=1)C1C=CC=CC=1.C(=O)([O-])[O-].[Cs+].[Cs+].FC(F)(F)C(O)=O. The catalyst is O1CCOCC1.C(Cl)Cl.C([O-])(=O)C.[Pd+2].C([O-])(=O)C. The product is [CH:31]1([C:30]2[C:15]3[C:14]([N:11]4[CH2:12][CH2:13][NH:8][CH2:9][CH2:10]4)=[N:19][C:18]([C:20]4[CH:25]=[CH:24][N:23]=[C:22]([NH:34][C:35]5[CH:40]=[CH:39][CH:38]=[CH:37][CH:36]=5)[CH:21]=4)=[N:17][C:16]=3[CH:27]=[N:28][CH:29]=2)[CH2:33][CH2:32]1. The yield is 0.730. (6) The reactants are [CH3:1][C:2]([CH3:26])=[CH:3][CH2:4][C:5]1[C:6]([OH:25])=[CH:7][C:8]([O:23][CH3:24])=[C:9]([C:12](/[CH:14]=[CH:15]/[C:16]2[CH:17]=[CH:18][C:19]([OH:22])=[CH:20][CH:21]=2)=[O:13])[C:10]=1[OH:11].ClC1C(=O)C(C#N)=C(C#N)C(=O)C=1Cl. The catalyst is C1C=CC=CC=1.O1CCOCC1. The product is [OH:11][C:10]1[C:9]([C:12](=[O:13])/[CH:14]=[CH:15]/[C:16]2[CH:17]=[CH:18][C:19]([OH:22])=[CH:20][CH:21]=2)=[C:8]([O:23][CH3:24])[CH:7]=[C:6]2[C:5]=1[CH:4]=[CH:3][C:2]([CH3:26])([CH3:1])[O:25]2. The yield is 0.554. (7) The reactants are [NH2:1][C:2]1[N:7]=[CH:6][N:5]=[C:4]2[N:8]([CH:12]([C:14]3[CH:21]=[C:20]([CH3:22])[C:17]([C:18]#[N:19])=[C:16]([CH:23]4[CH2:26][NH:25][CH2:24]4)[C:15]=3[O:27][CH2:28][CH3:29])[CH3:13])[N:9]=[C:10]([CH3:11])[C:3]=12.[CH3:30][C:31]([CH3:33])=O.C([BH3-])#N.[Na+]. The catalyst is CO. The product is [NH2:1][C:2]1[N:7]=[CH:6][N:5]=[C:4]2[N:8]([CH:12]([C:14]3[CH:21]=[C:20]([CH3:22])[C:17]([C:18]#[N:19])=[C:16]([CH:23]4[CH2:26][N:25]([CH:31]([CH3:33])[CH3:30])[CH2:24]4)[C:15]=3[O:27][CH2:28][CH3:29])[CH3:13])[N:9]=[C:10]([CH3:11])[C:3]=12. The yield is 0.400. (8) The reactants are [CH:1]1[C:10]2[C:5](=[CH:6][CH:7]=[CH:8][CH:9]=2)[CH:4]=[CH:3][C:2]=1B(O)O.[Br:14][C:15]1[CH:27]=[CH:26][C:25]2[C:24]3[C:19](=[CH:20][C:21](I)=[CH:22][CH:23]=3)[C:18]([CH3:30])([CH3:29])[C:17]=2[CH:16]=1.C1(C)C=CC=CC=1.C(=O)([O-])[O-].[Na+].[Na+]. The catalyst is C1C=CC([P]([Pd]([P](C2C=CC=CC=2)(C2C=CC=CC=2)C2C=CC=CC=2)([P](C2C=CC=CC=2)(C2C=CC=CC=2)C2C=CC=CC=2)[P](C2C=CC=CC=2)(C2C=CC=CC=2)C2C=CC=CC=2)(C2C=CC=CC=2)C2C=CC=CC=2)=CC=1.O.C(COC)OC. The product is [Br:14][C:15]1[CH:27]=[CH:26][C:25]2[C:24]3[C:19](=[CH:20][C:21]([C:2]4[CH:3]=[CH:4][C:5]5[C:10](=[CH:9][CH:8]=[CH:7][CH:6]=5)[CH:1]=4)=[CH:22][CH:23]=3)[C:18]([CH3:30])([CH3:29])[C:17]=2[CH:16]=1. The yield is 0.761.